From a dataset of Reaction yield outcomes from USPTO patents with 853,638 reactions. Predict the reaction yield, written as a fraction of the theoretical maximum amount of product (1.0 means a 100% yield; for example, 0.34 means a 34% yield). (1) The reactants are Br[C:2]1[CH:3]=[C:4]([NH:10][C:11]2[CH:15]=[C:14]([CH3:16])[O:13][N:12]=2)[C:5](=[O:9])[N:6]([CH3:8])[CH:7]=1.[B:17]1([B:17]2[O:21][C:20]([CH3:23])([CH3:22])[C:19]([CH3:25])([CH3:24])[O:18]2)[O:21][C:20]([CH3:23])([CH3:22])[C:19]([CH3:25])([CH3:24])[O:18]1.CC(C1C=C(C(C)C)C(C2C=CC=CC=2P(C2CCCCC2)C2CCCCC2)=C(C(C)C)C=1)C.C([O-])(=O)C.[K+]. The catalyst is C1C=CC(/C=C/C(/C=C/C2C=CC=CC=2)=O)=CC=1.C1C=CC(/C=C/C(/C=C/C2C=CC=CC=2)=O)=CC=1.C1C=CC(/C=C/C(/C=C/C2C=CC=CC=2)=O)=CC=1.[Pd].[Pd].O1CCOCC1. The product is [CH3:8][N:6]1[CH:7]=[C:2]([B:17]2[O:21][C:20]([CH3:23])([CH3:22])[C:19]([CH3:25])([CH3:24])[O:18]2)[CH:3]=[C:4]([NH:10][C:11]2[CH:15]=[C:14]([CH3:16])[O:13][N:12]=2)[C:5]1=[O:9]. The yield is 0.780. (2) The reactants are [C:1]([O:5][C:6]([N:8]1[CH2:13][CH2:12][CH2:11][C@@H:10]([O:14][Si:15]([C:18]([CH3:21])([CH3:20])[CH3:19])([CH3:17])[CH3:16])[C@@H:9]1[CH2:22][OH:23])=[O:7])([CH3:4])([CH3:3])[CH3:2].C[N+]1([O-])CCOCC1. The catalyst is C(Cl)Cl.CCCCCC.CCC[N+](CCC)(CCC)CCC.[O-][Ru](=O)(=O)=O. The product is [C:1]([O:5][C:6]([N:8]1[CH2:13][CH2:12][CH2:11][C@@H:10]([O:14][Si:15]([C:18]([CH3:21])([CH3:20])[CH3:19])([CH3:17])[CH3:16])[C@H:9]1[CH:22]=[O:23])=[O:7])([CH3:4])([CH3:3])[CH3:2]. The yield is 0.900.